This data is from Catalyst prediction with 721,799 reactions and 888 catalyst types from USPTO. The task is: Predict which catalyst facilitates the given reaction. (1) Reactant: [NH:1]1[C:5]2=[N:6][CH:7]=[C:8]([N:10]3[CH2:13][CH:12]([NH:14][C:15](=[O:21])[O:16][C:17]([CH3:20])([CH3:19])[CH3:18])[CH2:11]3)[CH:9]=[C:4]2[CH:3]=[CH:2]1.C1C(=O)N([I:29])C(=O)C1.O. Product: [I:29][C:3]1[C:4]2[C:5](=[N:6][CH:7]=[C:8]([N:10]3[CH2:11][CH:12]([NH:14][C:15](=[O:21])[O:16][C:17]([CH3:18])([CH3:20])[CH3:19])[CH2:13]3)[CH:9]=2)[NH:1][CH:2]=1. The catalyst class is: 3. (2) Reactant: [N+:1]([C:4]1[CH:9]=[CH:8][CH:7]=[CH:6][C:5]=1[CH2:10][C:11]([N:13]1[CH2:18][CH2:17][O:16][CH2:15][CH2:14]1)=O)([O-:3])=[O:2].B. Product: [N+:1]([C:4]1[CH:9]=[CH:8][CH:7]=[CH:6][C:5]=1[CH2:10][CH2:11][N:13]1[CH2:14][CH2:15][O:16][CH2:17][CH2:18]1)([O-:3])=[O:2]. The catalyst class is: 1.